Task: Predict the product of the given reaction.. Dataset: Forward reaction prediction with 1.9M reactions from USPTO patents (1976-2016) (1) Given the reactants [CH2:1]([O:8][C:9]1[CH:10]=[C:11]2[C:16](=[C:17]([NH:19][C:20](=[O:34])[CH2:21][CH2:22][CH2:23][CH2:24][CH2:25][NH:26]C(=O)OC(C)(C)C)[CH:18]=1)[N:15]=[CH:14][CH:13]=[CH:12]2)[C:2]1[CH:7]=[CH:6][CH:5]=[CH:4][CH:3]=1.[ClH:35], predict the reaction product. The product is: [ClH:35].[NH2:26][CH2:25][CH2:24][CH2:23][CH2:22][CH2:21][C:20]([NH:19][C:17]1[CH:18]=[C:9]([O:8][CH2:1][C:2]2[CH:7]=[CH:6][CH:5]=[CH:4][CH:3]=2)[CH:10]=[C:11]2[C:16]=1[N:15]=[CH:14][CH:13]=[CH:12]2)=[O:34]. (2) Given the reactants [NH:1]1[C:9]2[C:4](=[CH:5][C:6]([NH:10][C:11]3[C:20]4[C:15](=[CH:16][CH:17]=[CH:18][CH:19]=4)[N:14]=[C:13]([C:21]4[CH:22]=[C:23]([CH:29]=[CH:30][CH:31]=4)[O:24][CH2:25][C:26](O)=[O:27])[N:12]=3)=[CH:7][CH:8]=2)[CH:3]=[N:2]1.C1CN([P+](ON2N=NC3C=CC=CC2=3)(N2CCCC2)N2CCCC2)CC1.F[P-](F)(F)(F)(F)F.CCN(C(C)C)C(C)C.[NH2:74][C:75]1[CH:76]=[N:77][CH:78]=[CH:79][CH:80]=1, predict the reaction product. The product is: [NH:1]1[C:9]2[C:4](=[CH:5][C:6]([NH:10][C:11]3[C:20]4[C:15](=[CH:16][CH:17]=[CH:18][CH:19]=4)[N:14]=[C:13]([C:21]4[CH:22]=[C:23]([CH:29]=[CH:30][CH:31]=4)[O:24][CH2:25][C:26]([NH:74][C:75]4[CH:76]=[N:77][CH:78]=[CH:79][CH:80]=4)=[O:27])[N:12]=3)=[CH:7][CH:8]=2)[CH:3]=[N:2]1. (3) Given the reactants [N+:1]([C:4]1[CH:5]=[CH:6][C:7]2[O:12][C@:11]([CH3:18])([CH:13]([O:16][CH3:17])[O:14][CH3:15])[C@@H:10]3[O:19][C@@H:9]3[C:8]=2[CH:20]=1)([O-:3])=[O:2].[CH3:21][C:22]1[CH:27]=[CH:26][C:25]([C:28]([O:30][CH3:31])=[O:29])=[CH:24][C:23]=1[NH:32][CH2:33][C:34]1[N:35]=[N:36][N:37]([CH3:39])[N:38]=1, predict the reaction product. The product is: [N+:1]([C:4]1[CH:5]=[CH:6][C:7]2[O:12][C@:11]([CH3:18])([CH:13]([O:16][CH3:17])[O:14][CH3:15])[C@H:10]([OH:19])[C@@H:9]([N:32]([C:23]3[CH:24]=[C:25]([C:28]([O:30][CH3:31])=[O:29])[CH:26]=[CH:27][C:22]=3[CH3:21])[CH2:33][C:34]3[N:35]=[N:36][N:37]([CH3:39])[N:38]=3)[C:8]=2[CH:20]=1)([O-:3])=[O:2].